From a dataset of Forward reaction prediction with 1.9M reactions from USPTO patents (1976-2016). Predict the product of the given reaction. (1) Given the reactants [F:1][C:2]1[CH:7]=[C:6]([F:8])[CH:5]=[CH:4][C:3]=1[S:9]([NH:12][C:13]1[C:14]([O:52][CH3:53])=[N:15][CH:16]=[C:17]([C:19]2[CH:27]=[C:26]3[C:22]([CH:23]=[N:24][N:25]3S(C3C=CC=CC=3)(=O)=O)=[C:21]([C:37]3[O:38][C:39]([CH2:42][N:43]4[CH2:48][CH2:47][N:46]([CH:49]([CH3:51])[CH3:50])[CH2:45][CH2:44]4)=[CH:40][N:41]=3)[CH:20]=2)[CH:18]=1)(=[O:11])=[O:10].[OH-].[Na+], predict the reaction product. The product is: [F:1][C:2]1[CH:7]=[C:6]([F:8])[CH:5]=[CH:4][C:3]=1[S:9]([NH:12][C:13]1[C:14]([O:52][CH3:53])=[N:15][CH:16]=[C:17]([C:19]2[CH:27]=[C:26]3[C:22]([CH:23]=[N:24][NH:25]3)=[C:21]([C:37]3[O:38][C:39]([CH2:42][N:43]4[CH2:44][CH2:45][N:46]([CH:49]([CH3:50])[CH3:51])[CH2:47][CH2:48]4)=[CH:40][N:41]=3)[CH:20]=2)[CH:18]=1)(=[O:10])=[O:11]. (2) Given the reactants [CH3:1][O:2][C:3]1[CH:40]=[CH:39][C:6]([CH2:7][N:8]2[C:12]3=[N:13][CH:14]=[CH:15][C:16]([O:17][C:18]4[CH:23]=[CH:22][C:21]([NH2:24])=[CH:20][C:19]=4[F:25])=[C:11]3[C:10]([N:26]3[CH2:31][CH2:30][N:29]([C:32]([O:34][C:35]([CH3:38])([CH3:37])[CH3:36])=[O:33])[CH2:28][CH2:27]3)=[N:9]2)=[CH:5][CH:4]=1.[F:41][C:42]1[CH:47]=[CH:46][C:45]([N:48]2[C:53](=[O:54])[C:52]([C:55](O)=[O:56])=[CH:51][CH:50]=[N:49]2)=[CH:44][CH:43]=1.Cl.C(N=C=NCCCN(C)C)C.N1(O)C2C=CC=CC=2N=N1.C(N(C(C)C)C(C)C)C, predict the reaction product. The product is: [F:25][C:19]1[CH:20]=[C:21]([NH:24][C:55]([C:52]2[C:53](=[O:54])[N:48]([C:45]3[CH:46]=[CH:47][C:42]([F:41])=[CH:43][CH:44]=3)[N:49]=[CH:50][CH:51]=2)=[O:56])[CH:22]=[CH:23][C:18]=1[O:17][C:16]1[CH:15]=[CH:14][N:13]=[C:12]2[N:8]([CH2:7][C:6]3[CH:5]=[CH:4][C:3]([O:2][CH3:1])=[CH:40][CH:39]=3)[N:9]=[C:10]([N:26]3[CH2:31][CH2:30][N:29]([C:32]([O:34][C:35]([CH3:37])([CH3:36])[CH3:38])=[O:33])[CH2:28][CH2:27]3)[C:11]=12. (3) Given the reactants [Br:1][C:2]1[C:10]([Br:11])=[C:9]([Br:12])[CH:8]=[C:7]2[C:3]=1[C:4]([CH3:15])([CH3:14])[C:5]([CH3:13])=[N:6]2.[I:16][CH3:17], predict the reaction product. The product is: [I-:16].[Br:1][C:2]1[C:10]([Br:11])=[C:9]([Br:12])[CH:8]=[C:7]2[C:3]=1[C:4]([CH3:15])([CH3:14])[C:5]([CH3:13])=[N+:6]2[CH3:17].